This data is from Full USPTO retrosynthesis dataset with 1.9M reactions from patents (1976-2016). The task is: Predict the reactants needed to synthesize the given product. (1) Given the product [N:25]1[CH:26]=[CH:27][CH:28]=[C:23]([CH2:22][CH2:21][C:17]2[CH:16]=[C:15]([CH:20]=[CH:19][CH:18]=2)[CH2:14][C@H:10]2[O:11][CH2:12][CH2:13][NH:8][CH2:9]2)[CH:24]=1, predict the reactants needed to synthesize it. The reactants are: C([N:8]1[CH2:13][CH2:12][O:11][C@H:10]([CH2:14][C:15]2[CH:20]=[CH:19][CH:18]=[C:17]([CH:21]=[CH:22][C:23]3[CH:24]=[N:25][CH:26]=[CH:27][CH:28]=3)[CH:16]=2)[CH2:9]1)(OC(C)(C)C)=O. (2) Given the product [Cl:1][C:2]1[N:6]2[C:7](=[O:19])[N:8]([C:13]3[CH:14]=[CH:15][CH:16]=[CH:17][CH:18]=3)[C:9]([CH:11]([OH:12])[CH3:20])=[CH:10][C:5]2=[N:4][CH:3]=1, predict the reactants needed to synthesize it. The reactants are: [Cl:1][C:2]1[N:6]2[C:7](=[O:19])[N:8]([C:13]3[CH:18]=[CH:17][CH:16]=[CH:15][CH:14]=3)[C:9]([CH:11]=[O:12])=[CH:10][C:5]2=[N:4][CH:3]=1.[CH3:20][Mg+].[Br-].N#N.CO. (3) Given the product [C:38]([NH:41][C:8](=[O:10])[CH2:7][CH2:6][NH:5][C:3](=[O:4])[CH:2]([OH:1])[C:11]1[CH:12]=[CH:13][C:14]([C:17]2[N:21]=[C:20]([C:22]3[O:26][N:25]=[C:24]([C:27]4[CH:28]=[CH:29][CH:30]=[CH:31][CH:32]=4)[C:23]=3[C:33]([F:36])([F:34])[F:35])[O:19][N:18]=2)=[CH:15][CH:16]=1)([CH3:40])([CH3:39])[CH3:37], predict the reactants needed to synthesize it. The reactants are: [OH:1][CH:2]([C:11]1[CH:16]=[CH:15][C:14]([C:17]2[N:21]=[C:20]([C:22]3[O:26][N:25]=[C:24]([C:27]4[CH:32]=[CH:31][CH:30]=[CH:29][CH:28]=4)[C:23]=3[C:33]([F:36])([F:35])[F:34])[O:19][N:18]=2)=[CH:13][CH:12]=1)[C:3]([NH:5][CH2:6][CH2:7][C:8]([OH:10])=O)=[O:4].[CH3:37][C:38]([NH2:41])([CH3:40])[CH3:39].CN1CCOCC1.CN(C(ON1N=NC2C=CC=NC1=2)=[N+](C)C)C.F[P-](F)(F)(F)(F)F. (4) Given the product [C:24]([C:21]1[CH:22]=[C:23]2[C:18](=[CH:19][CH:20]=1)[NH:17][CH:16]=[C:15]2[CH2:14][CH2:13][CH2:12][N:32]1[CH2:31][CH2:30][N:29]([C:33]2[N:38]=[C:37]([C:39]([NH2:41])=[O:40])[CH:36]=[CH:35][N:34]=2)[CH2:28][CH:27]1[CH3:26])#[N:25], predict the reactants needed to synthesize it. The reactants are: CC1C=CC(S(O[CH2:12][CH2:13][CH2:14][C:15]2[C:23]3[C:18](=[CH:19][CH:20]=[C:21]([C:24]#[N:25])[CH:22]=3)[NH:17][CH:16]=2)(=O)=O)=CC=1.[CH3:26][CH:27]1[NH:32][CH2:31][CH2:30][N:29]([C:33]2[N:38]=[C:37]([C:39]([NH2:41])=[O:40])[CH:36]=[CH:35][N:34]=2)[CH2:28]1.C(=O)([O-])[O-].[K+].[K+].[I-].[K+]. (5) Given the product [NH2:17][C:15]1[C:14]([NH:18][CH2:30][C:29]#[N:32])=[C:13]([S:19][CH2:20][C:21]2[CH:26]=[CH:25][CH:24]=[C:23]([F:27])[C:22]=2[F:28])[N:12]=[C:11]([S:10][CH2:9][C:3]2[CH:4]=[CH:5][CH:6]=[C:7]([F:8])[C:2]=2[F:1])[N:16]=1, predict the reactants needed to synthesize it. The reactants are: [F:1][C:2]1[C:7]([F:8])=[CH:6][CH:5]=[CH:4][C:3]=1[CH2:9][S:10][C:11]1[N:16]=[C:15]([NH2:17])[C:14]([NH2:18])=[C:13]([S:19][CH2:20][C:21]2[CH:26]=[CH:25][CH:24]=[C:23]([F:27])[C:22]=2[F:28])[N:12]=1.[CH:29]([N:32](C(C)C)CC)(C)[CH3:30].BrCC#N. (6) Given the product [C:22]([CH2:17][N:16]([C@@H:8]([C:5]1[CH:4]=[CH:3][C:2]([C:31]2[CH:32]=[CH:33][N:28]=[CH:29][CH:30]=2)=[CH:7][CH:6]=1)[C:9]([F:14])([F:15])[C:10]([F:11])([F:12])[F:13])[C:37](=[O:40])[C@H:46]([CH2:4][CH:5]([CH3:8])[CH3:6])[NH2:44])#[N:24], predict the reactants needed to synthesize it. The reactants are: Br[C:2]1[CH:7]=[CH:6][C:5]([C@H:8]([NH:16][C@H:17]([C:22]([NH:24]CC#N)=O)CC(C)C)[C:9]([F:15])([F:14])[C:10]([F:13])([F:12])[F:11])=[CH:4][CH:3]=1.[N:28]1[CH:33]=[CH:32][C:31](B(O)O)=[CH:30][CH:29]=1.[C:37]([O-:40])([O-])=O.[Na+].[Na+].C[N:44]([CH:46]=O)C. (7) Given the product [OH:8][C:9]1[CH:10]=[C:11]2[C:16](=[CH:17][CH:18]=1)[CH:15]=[C:14]([C:19]#[C:20][CH2:21][CH2:22][NH:23][C:24](=[O:33])[O:25][CH2:26][C:27]1[CH:28]=[CH:29][CH:30]=[CH:31][CH:32]=1)[CH:13]=[CH:12]2, predict the reactants needed to synthesize it. The reactants are: [Si]([O:8][C:9]1[CH:10]=[C:11]2[C:16](=[CH:17][CH:18]=1)[CH:15]=[C:14]([C:19]#[C:20][CH2:21][CH2:22][NH:23][C:24](=[O:33])[O:25][CH2:26][C:27]1[CH:32]=[CH:31][CH:30]=[CH:29][CH:28]=1)[CH:13]=[CH:12]2)(C(C)(C)C)(C)C.[F-].C([N+](CCCC)(CCCC)CCCC)CCC.